Dataset: NCI-60 drug combinations with 297,098 pairs across 59 cell lines. Task: Regression. Given two drug SMILES strings and cell line genomic features, predict the synergy score measuring deviation from expected non-interaction effect. (1) Cell line: SF-539. Drug 2: C1=NC2=C(N1)C(=S)N=CN2. Synergy scores: CSS=-8.27, Synergy_ZIP=-14.3, Synergy_Bliss=-37.6, Synergy_Loewe=-62.3, Synergy_HSA=-36.5. Drug 1: CN(C)N=NC1=C(NC=N1)C(=O)N. (2) Drug 1: CCC(=C(C1=CC=CC=C1)C2=CC=C(C=C2)OCCN(C)C)C3=CC=CC=C3.C(C(=O)O)C(CC(=O)O)(C(=O)O)O. Drug 2: C1C(C(OC1N2C=NC3=C2NC=NCC3O)CO)O. Cell line: NCI/ADR-RES. Synergy scores: CSS=-0.689, Synergy_ZIP=1.61, Synergy_Bliss=-1.34, Synergy_Loewe=-1.62, Synergy_HSA=-4.59. (3) Drug 1: CC1=C(C=C(C=C1)NC(=O)C2=CC=C(C=C2)CN3CCN(CC3)C)NC4=NC=CC(=N4)C5=CN=CC=C5. Drug 2: C(=O)(N)NO. Cell line: NCI-H522. Synergy scores: CSS=0.759, Synergy_ZIP=-1.38, Synergy_Bliss=-3.82, Synergy_Loewe=-4.13, Synergy_HSA=-3.82.